Dataset: NCI-60 drug combinations with 297,098 pairs across 59 cell lines. Task: Regression. Given two drug SMILES strings and cell line genomic features, predict the synergy score measuring deviation from expected non-interaction effect. (1) Drug 1: CC=C1C(=O)NC(C(=O)OC2CC(=O)NC(C(=O)NC(CSSCCC=C2)C(=O)N1)C(C)C)C(C)C. Drug 2: CCC1(C2=C(COC1=O)C(=O)N3CC4=CC5=C(C=CC(=C5CN(C)C)O)N=C4C3=C2)O.Cl. Cell line: HT29. Synergy scores: CSS=35.0, Synergy_ZIP=-2.56, Synergy_Bliss=0.472, Synergy_Loewe=-12.8, Synergy_HSA=-2.06. (2) Drug 1: CN(C)C1=NC(=NC(=N1)N(C)C)N(C)C. Drug 2: CC1CCCC2(C(O2)CC(NC(=O)CC(C(C(=O)C(C1O)C)(C)C)O)C(=CC3=CSC(=N3)C)C)C. Cell line: HCC-2998. Synergy scores: CSS=4.15, Synergy_ZIP=-1.60, Synergy_Bliss=-1.42, Synergy_Loewe=-84.4, Synergy_HSA=-5.77. (3) Drug 1: CC1=CC2C(CCC3(C2CCC3(C(=O)C)OC(=O)C)C)C4(C1=CC(=O)CC4)C. Drug 2: CC1=C(C(CCC1)(C)C)C=CC(=CC=CC(=CC(=O)O)C)C. Cell line: 786-0. Synergy scores: CSS=0.711, Synergy_ZIP=1.79, Synergy_Bliss=1.01, Synergy_Loewe=0.746, Synergy_HSA=-1.27. (4) Drug 1: CC1=CC2C(CCC3(C2CCC3(C(=O)C)OC(=O)C)C)C4(C1=CC(=O)CC4)C. Drug 2: CCC(=C(C1=CC=CC=C1)C2=CC=C(C=C2)OCCN(C)C)C3=CC=CC=C3.C(C(=O)O)C(CC(=O)O)(C(=O)O)O. Cell line: NCIH23. Synergy scores: CSS=-0.223, Synergy_ZIP=0.619, Synergy_Bliss=-1.35, Synergy_Loewe=-5.04, Synergy_HSA=-4.03. (5) Drug 2: CS(=O)(=O)OCCCCOS(=O)(=O)C. Synergy scores: CSS=7.84, Synergy_ZIP=0.0269, Synergy_Bliss=4.80, Synergy_Loewe=0.610, Synergy_HSA=3.91. Cell line: MDA-MB-231. Drug 1: CC1C(C(=O)NC(C(=O)N2CCCC2C(=O)N(CC(=O)N(C(C(=O)O1)C(C)C)C)C)C(C)C)NC(=O)C3=C4C(=C(C=C3)C)OC5=C(C(=O)C(=C(C5=N4)C(=O)NC6C(OC(=O)C(N(C(=O)CN(C(=O)C7CCCN7C(=O)C(NC6=O)C(C)C)C)C)C(C)C)C)N)C. (6) Cell line: HOP-92. Synergy scores: CSS=45.0, Synergy_ZIP=-5.95, Synergy_Bliss=-0.681, Synergy_Loewe=-3.95, Synergy_HSA=3.26. Drug 2: CC1=C2C(C(=O)C3(C(CC4C(C3C(C(C2(C)C)(CC1OC(=O)C(C(C5=CC=CC=C5)NC(=O)OC(C)(C)C)O)O)OC(=O)C6=CC=CC=C6)(CO4)OC(=O)C)O)C)O. Drug 1: C1=NC2=C(N1)C(=S)N=C(N2)N. (7) Drug 1: C1CCC(C1)C(CC#N)N2C=C(C=N2)C3=C4C=CNC4=NC=N3. Drug 2: C(CCl)NC(=O)N(CCCl)N=O. Cell line: MDA-MB-435. Synergy scores: CSS=-8.46, Synergy_ZIP=5.35, Synergy_Bliss=1.98, Synergy_Loewe=-2.30, Synergy_HSA=-4.44.